Dataset: Reaction yield outcomes from USPTO patents with 853,638 reactions. Task: Predict the reaction yield, written as a fraction of the theoretical maximum amount of product (1.0 means a 100% yield; for example, 0.34 means a 34% yield). (1) The reactants are [Cl:1][C:2]1[CH:7]=[C:6](I)[CH:5]=[CH:4][C:3]=1[F:9].[C:10]([O:15][CH2:16][CH3:17])(=[O:14])[C:11]#[C:12][CH3:13].N1CCC[C@H]1C(O)=O.C(=O)([O-])[O-].[Na+].[Na+].[N-:32]=[N+:33]=[N-:34].[Na+]. The catalyst is O.CS(C)=O.O.O.O.O.O.S([O-])([O-])(=O)=O.[Cu+2]. The product is [Cl:1][C:2]1[CH:7]=[C:6]([N:32]2[C:12]([CH3:13])=[C:11]([C:10]([O:15][CH2:16][CH3:17])=[O:14])[N:34]=[N:33]2)[CH:5]=[CH:4][C:3]=1[F:9]. The yield is 0.0650. (2) The reactants are [O:1]=[C:2]([CH3:17])[CH2:3][C:4]1[CH:16]=[CH:15][C:7]([O:8][CH2:9][C:10]([O:12]CC)=[O:11])=[CH:6][CH:5]=1.O.[OH-].[Li+]. The catalyst is C1COCC1. The product is [O:1]=[C:2]([CH3:17])[CH2:3][C:4]1[CH:16]=[CH:15][C:7]([O:8][CH2:9][C:10]([OH:12])=[O:11])=[CH:6][CH:5]=1. The yield is 0.570.